This data is from Forward reaction prediction with 1.9M reactions from USPTO patents (1976-2016). The task is: Predict the product of the given reaction. (1) Given the reactants [OH-].[Na+].[CH3:3][C:4]1[CH:5]=[C:6]([CH:12]=[C:13]([CH3:32])[C:14]=1[NH:15][C:16](=[O:31])[C:17]1[CH:22]=[C:21]([N:23]2[CH2:28][CH2:27][C:26](=[O:29])[CH2:25][CH2:24]2)[CH:20]=[CH:19][C:18]=1[CH3:30])[C:7]([O:9]CC)=[O:8].CO, predict the reaction product. The product is: [CH3:32][C:13]1[CH:12]=[C:6]([CH:5]=[C:4]([CH3:3])[C:14]=1[NH:15][C:16](=[O:31])[C:17]1[CH:22]=[C:21]([N:23]2[CH2:24][CH2:25][C:26](=[O:29])[CH2:27][CH2:28]2)[CH:20]=[CH:19][C:18]=1[CH3:30])[C:7]([OH:9])=[O:8]. (2) The product is: [S:8]1[C:3]2[CH:4]=[CH:5][CH:6]=[CH:7][C:2]=2[N:1]=[C:9]1[CH2:10][C:11]#[N:12]. Given the reactants [NH2:1][C:2]1[CH:7]=[CH:6][CH:5]=[CH:4][C:3]=1[SH:8].[C:9](#N)[CH2:10][C:11]#[N:12].CC(O)=O, predict the reaction product. (3) Given the reactants [H-].[Na+].[CH3:3][C:4]1([CH3:11])[O:8][C@@H:7]([CH2:9][OH:10])[CH2:6][O:5]1.[CH3:12][O:13][C:14]1[CH:21]=[CH:20][C:17]([CH2:18]Cl)=[CH:16][CH:15]=1.[Cl-].[NH4+], predict the reaction product. The product is: [CH3:12][O:13][C:14]1[CH:21]=[CH:20][C:17]([CH2:18][O:10][CH2:9][C@H:7]2[CH2:6][O:5][C:4]([CH3:11])([CH3:3])[O:8]2)=[CH:16][CH:15]=1.